Dataset: Full USPTO retrosynthesis dataset with 1.9M reactions from patents (1976-2016). Task: Predict the reactants needed to synthesize the given product. (1) Given the product [ClH:44].[C:1]([N:4]1[C:13]2[C:8](=[CH:9][C:10]([C:32]3[N:33]=[CH:34][N:35]([CH3:37])[CH:36]=3)=[CH:11][CH:12]=2)[C@H:7]([NH:23][C:24](=[O:29])[O:25][CH:26]([CH3:28])[CH3:27])[CH2:6][C@@H:5]1[CH3:30])(=[O:3])[CH3:2], predict the reactants needed to synthesize it. The reactants are: [C:1]([N:4]1[C:13]2[C:8](=[CH:9][C:10](B3OC(C)(C)C(C)(C)O3)=[CH:11][CH:12]=2)[C@H:7]([NH:23][C:24](=[O:29])[O:25][CH:26]([CH3:28])[CH3:27])[CH2:6][C@@H:5]1[CH3:30])(=[O:3])[CH3:2].Br[C:32]1[N:33]=[CH:34][N:35]([CH3:37])[CH:36]=1.C(=O)([O-])[O-].[K+].[K+].[ClH:44]. (2) Given the product [O:26]1[CH2:27][CH2:28][O:29][C:24]2[CH:23]=[C:22]([NH:20][C:21]3[N:7]4[C:2]([CH3:1])=[CH:3][CH:4]=[CH:5][C:6]4=[N:8][C:12]=3[C:11]3[C:10]([F:9])=[CH:17][C:16]([OH:18])=[CH:15][C:14]=3[F:19])[CH:31]=[CH:30][C:25]1=2, predict the reactants needed to synthesize it. The reactants are: [CH3:1][C:2]1[N:7]=[C:6]([NH2:8])[CH:5]=[CH:4][CH:3]=1.[F:9][C:10]1[CH:17]=[C:16]([OH:18])[CH:15]=[C:14]([F:19])[C:11]=1[CH:12]=O.[N+:20]([C:22]1[CH:31]=[CH:30][C:25]2[O:26][CH2:27][CH2:28][O:29][C:24]=2[CH:23]=1)#[C-:21]. (3) Given the product [ClH:18].[CH3:1][O:2][C:3]1[CH:4]=[C:5]([CH:8]=[C:9]([O:11][CH3:12])[CH:10]=1)[CH:6]=[N:17][NH:16][C:13]([NH2:15])=[NH:14], predict the reactants needed to synthesize it. The reactants are: [CH3:1][O:2][C:3]1[CH:4]=[C:5]([CH:8]=[C:9]([O:11][CH3:12])[CH:10]=1)[CH:6]=O.[C:13]([NH:16][NH2:17])([NH2:15])=[NH:14].[ClH:18]. (4) Given the product [C:14]([OH:16])(=[O:15])[C:13]1[CH:12]=[CH:11][C:2]([C:1]([OH:8])=[O:7])=[CH:3][CH:4]=1, predict the reactants needed to synthesize it. The reactants are: [C:1]([OH:8])(=[O:7])/[CH:2]=[CH:3]/[C:4](O)=O.C(O)(=O)C[CH2:11][CH2:12][CH2:13][C:14]([OH:16])=[O:15]. (5) Given the product [C:20]([O:1][C:2]1[C:11]([CH3:12])=[C:10]2[C:5]([C:6](=[O:19])[C:7]([C:13]3[CH:14]=[CH:15][CH:16]=[CH:17][CH:18]=3)=[CH:8][O:9]2)=[CH:4][CH:3]=1)(=[O:22])[CH3:21], predict the reactants needed to synthesize it. The reactants are: [OH:1][C:2]1[C:11]([CH3:12])=[C:10]2[C:5]([C:6](=[O:19])[C:7]([C:13]3[CH:18]=[CH:17][CH:16]=[CH:15][CH:14]=3)=[CH:8][O:9]2)=[CH:4][CH:3]=1.[C:20](O)(=[O:22])[CH3:21]. (6) Given the product [CH:1]([C:4]1[CH:5]=[CH:6][C:7]([CH2:10][C:11]([NH:25][C@@H:23]([C:20]2[CH:19]=[CH:18][C:17]([O:16][CH3:15])=[CH:22][N:21]=2)[CH3:24])=[O:13])=[CH:8][CH:9]=1)([CH3:2])[CH3:3], predict the reactants needed to synthesize it. The reactants are: [CH:1]([C:4]1[CH:9]=[CH:8][C:7]([CH2:10][C:11]([OH:13])=O)=[CH:6][CH:5]=1)([CH3:3])[CH3:2].Cl.[CH3:15][O:16][C:17]1[CH:18]=[CH:19][C:20]([C@H:23]([NH2:25])[CH3:24])=[N:21][CH:22]=1.C(Cl)CCl.ON1C2N=CC=CC=2N=N1.C(N(CC)C(C)C)(C)C. (7) Given the product [F:15][C:16]([F:25])([F:26])[C:17]1[CH:18]=[C:19]([CH:20]=[CH:2][C:1]([C:4]2[CH:5]=[CH:6][C:7]3[O:12][CH2:11][C:10](=[O:13])[NH:9][C:8]=3[CH:14]=2)=[O:3])[CH:22]=[CH:23][CH:24]=1, predict the reactants needed to synthesize it. The reactants are: [C:1]([C:4]1[CH:5]=[CH:6][C:7]2[O:12][CH2:11][C:10](=[O:13])[NH:9][C:8]=2[CH:14]=1)(=[O:3])[CH3:2].[F:15][C:16]([F:26])([F:25])[C:17]1[CH:18]=[C:19]([CH:22]=[CH:23][CH:24]=1)[CH:20]=O. (8) Given the product [F:1][C:2]1[N:7]=[C:6]([C:8]2[CH:9]=[N:10][CH:11]=[CH:12][CH:13]=2)[CH:5]=[CH:4][C:3]=1[C:18]1[N:23]=[C:22]([CH3:24])[N:21]=[C:20]([N:25]([CH2:26][C:27]2[CH:28]=[CH:29][C:30]([O:33][CH3:34])=[CH:31][CH:32]=2)[CH2:35][C:36]2[CH:37]=[CH:38][C:39]([O:42][CH3:43])=[CH:40][CH:41]=2)[N:19]=1, predict the reactants needed to synthesize it. The reactants are: [F:1][C:2]1[N:7]=[C:6]([C:8]2[CH:9]=[N:10][CH:11]=[CH:12][CH:13]=2)[CH:5]=[CH:4][C:3]=1B(O)O.Cl[C:18]1[N:23]=[C:22]([CH3:24])[N:21]=[C:20]([N:25]([CH2:35][C:36]2[CH:41]=[CH:40][C:39]([O:42][CH3:43])=[CH:38][CH:37]=2)[CH2:26][C:27]2[CH:32]=[CH:31][C:30]([O:33][CH3:34])=[CH:29][CH:28]=2)[N:19]=1.CC(N)CC1C=CC=CC=1.OP(O)(O)=O.C([O-])(=O)C.[K+]. (9) Given the product [CH2:11]([O:10][C:9]([NH:14][C:15]([NH:8][C:4]1[CH:3]=[C:2]([Cl:1])[CH:7]=[CH:6][N:5]=1)=[S:16])=[O:13])[CH3:12], predict the reactants needed to synthesize it. The reactants are: [Cl:1][C:2]1[CH:7]=[CH:6][N:5]=[C:4]([NH2:8])[CH:3]=1.[C:9]([N:14]=[C:15]=[S:16])(=[O:13])[O:10][CH2:11][CH3:12].